This data is from Forward reaction prediction with 1.9M reactions from USPTO patents (1976-2016). The task is: Predict the product of the given reaction. Given the reactants Cl.[Cl:2][C:3]1[CH:8]=[CH:7][C:6]([C:9]2[N:14]=[C:13]([C:15]([NH:17][C@H:18]([C:23]([CH3:26])([CH3:25])[CH3:24])[CH2:19][C:20](O)=[O:21])=[O:16])[CH:12]=[CH:11][C:10]=2[C:27]2[CH:32]=[CH:31][CH:30]=[CH:29][C:28]=2[CH3:33])=[CH:5][C:4]=1[O:34][CH2:35][CH2:36][CH2:37][N:38]([CH3:40])[CH3:39].[CH3:41][S:42]([NH2:45])(=[O:44])=[O:43].CCN=C=NCCCN(C)C.Cl, predict the reaction product. The product is: [ClH:2].[Cl:2][C:3]1[CH:8]=[CH:7][C:6]([C:9]2[N:14]=[C:13]([C:15]([NH:17][C@@H:18]([CH2:19][C:20]([NH:45][S:42]([CH3:41])(=[O:44])=[O:43])=[O:21])[C:23]([CH3:25])([CH3:24])[CH3:26])=[O:16])[CH:12]=[CH:11][C:10]=2[C:27]2[CH:32]=[CH:31][CH:30]=[CH:29][C:28]=2[CH3:33])=[CH:5][C:4]=1[O:34][CH2:35][CH2:36][CH2:37][N:38]([CH3:40])[CH3:39].